Task: Predict which catalyst facilitates the given reaction.. Dataset: Catalyst prediction with 721,799 reactions and 888 catalyst types from USPTO (1) Reactant: [C:1]([NH:4][C:5]1[CH:34]=[CH:33][CH:32]=[C:7]2[C:8]([N:10]([CH:13]([C:18]3[CH:23]=[CH:22][C:21]([O:24][CH3:25])=[C:20]([O:26][CH:27]4[CH2:31][CH2:30][CH2:29][CH2:28]4)[CH:19]=3)[CH2:14][C:15](O)=[O:16])[C:11](=[O:12])[C:6]=12)=[O:9])(=[O:3])[CH3:2].C(N1C=CN=C1)(N1C=CN=C1)=O.Cl.[NH2:48][OH:49]. Product: [C:1]([NH:4][C:5]1[CH:34]=[CH:33][CH:32]=[C:7]2[C:8]([N:10]([CH:13]([C:18]3[CH:23]=[CH:22][C:21]([O:24][CH3:25])=[C:20]([O:26][CH:27]4[CH2:28][CH2:29][CH2:30][CH2:31]4)[CH:19]=3)[CH2:14][C:15]([NH:48][OH:49])=[O:16])[C:11](=[O:12])[C:6]=12)=[O:9])(=[O:3])[CH3:2]. The catalyst class is: 1. (2) Reactant: [F:1][C:2]1[CH:3]=[C:4]([CH:7]=[C:8]([F:10])[CH:9]=1)[CH:5]=O.[NH:11]1[CH2:15][CH2:14][CH2:13][CH2:12]1.C(O[BH-](OC(=O)C)OC(=O)C)(=O)C.[Na+].C([O-])(O)=O.[Na+]. Product: [F:1][C:2]1[CH:3]=[C:4]([CH:7]=[C:8]([F:10])[CH:9]=1)[CH2:5][N:11]1[CH2:15][CH2:14][CH2:13][CH2:12]1. The catalyst class is: 49. (3) Reactant: [C:1](N1C=CC=CC1=O)(N1C=CC=CC1=O)=[S:2].[NH2:17][C:18]1[C:19]([F:33])=[C:20]([CH:29]=[CH:30][C:31]=1[F:32])[CH2:21][NH:22][C:23](=[O:28])[C:24]([CH3:27])([CH3:26])[CH3:25]. Product: [F:33][C:19]1[C:18]([N:17]=[C:1]=[S:2])=[C:31]([F:32])[CH:30]=[CH:29][C:20]=1[CH2:21][NH:22][C:23](=[O:28])[C:24]([CH3:27])([CH3:26])[CH3:25]. The catalyst class is: 12. (4) Reactant: [CH3:1][C:2]1([CH2:21][OH:22])[CH2:7][CH2:6][CH:5]([S:8]([C:11]2[CH:16]=[CH:15][CH:14]=[C:13]([C:17]([F:20])([F:19])[F:18])[CH:12]=2)(=[O:10])=[O:9])[CH2:4][CH2:3]1.[CH3:23][S:24](Cl)(=[O:26])=[O:25]. Product: [CH3:23][S:24]([O:22][CH2:21][C:2]1([CH3:1])[CH2:7][CH2:6][CH:5]([S:8]([C:11]2[CH:16]=[CH:15][CH:14]=[C:13]([C:17]([F:20])([F:18])[F:19])[CH:12]=2)(=[O:10])=[O:9])[CH2:4][CH2:3]1)(=[O:26])=[O:25]. The catalyst class is: 1.